This data is from Forward reaction prediction with 1.9M reactions from USPTO patents (1976-2016). The task is: Predict the product of the given reaction. (1) Given the reactants [F:1][C:2]1[CH:7]=[CH:6][C:5]([OH:8])=[CH:4][CH:3]=1.[OH-].[Na+].Br[CH2:12][CH:13]=[CH2:14], predict the reaction product. The product is: [CH2:14]([O:8][C:5]1[CH:6]=[CH:7][C:2]([F:1])=[CH:3][CH:4]=1)[CH:13]=[CH2:12]. (2) The product is: [CH3:22][O:26][N:27]([CH3:28])[C:16]([C:12]1([NH:11][C:9](=[O:10])[O:8][CH2:1][C:2]2[CH:3]=[CH:4][CH:5]=[CH:6][CH:7]=2)[CH2:13][CH2:14][CH2:15]1)=[O:18]. Given the reactants [CH2:1]([O:8][C:9]([NH:11][C:12]1([C:16]([OH:18])=O)[CH2:15][CH2:14][CH2:13]1)=[O:10])[C:2]1[CH:7]=[CH:6][CH:5]=[CH:4][CH:3]=1.CN([C:22]([O:26][N:27]1N=NC2C=CC=N[C:28]1=2)=[N+](C)C)C.F[P-](F)(F)(F)(F)F.C(N(CC)CC)C.Cl.CNOC, predict the reaction product. (3) Given the reactants C([N:8]1[CH:12]=[CH:11][CH:10]=[C:9]1B(O)O)(OC(C)(C)C)=O.C(=O)(O)[O-].[Na+].C(OC([N:28]1[C:36]2[C:31](=[CH:32][C:33]([P:37]([O:41]C)([O:39][CH3:40])=[O:38])=[CH:34][CH:35]=2)[C:30](I)=[N:29]1)=O)(C)(C)C, predict the reaction product. The product is: [CH3:40][O:39][P:37]([C:33]1[CH:32]=[C:31]2[C:36](=[CH:35][CH:34]=1)[NH:28][N:29]=[C:30]2[C:9]1[NH:8][CH:12]=[CH:11][CH:10]=1)(=[O:38])[OH:41]. (4) Given the reactants C[O:2][C:3](=O)[C:4]1[CH:9]=[CH:8][C:7]([CH2:10][N:11]2[C:19]3[C@:18]4([CH3:23])[C:20]([CH3:22])([CH3:21])[C@@H:15]([CH2:16][CH2:17]4)[C:14]=3[C:13](=[O:24])[N:12]2[C:25]2[CH:30]=[CH:29][C:28]([F:31])=[CH:27][C:26]=2[F:32])=[CH:6][CH:5]=1.[BH4-].[Na+].[Cl-].[NH4+].O.[Cl-].[Na+].O, predict the reaction product. The product is: [F:32][C:26]1[CH:27]=[C:28]([F:31])[CH:29]=[CH:30][C:25]=1[N:12]1[C:13](=[O:24])[C:14]2[C@H:15]3[C:20]([CH3:22])([CH3:21])[C@:18]([CH3:23])([CH2:17][CH2:16]3)[C:19]=2[N:11]1[CH2:10][C:7]1[CH:6]=[CH:5][C:4]([CH2:3][OH:2])=[CH:9][CH:8]=1. (5) Given the reactants ClC1C=C(C=CC=1)C([O-])=O.[Br:11][C:12]1[CH:13]=[C:14]2[CH:21]=[CH:20][NH:19][C:15]2=[N+:16]([OH:18])[CH:17]=1.C(=O)(O)[O-].[Na+], predict the reaction product. The product is: [Br:11][C:12]1[CH:13]=[C:14]2[CH:21]=[CH:20][NH:19][C:15]2=[N+:16]([O-:18])[CH:17]=1. (6) Given the reactants [N+:1](/[CH:4]=[CH:5]/[C:6]1[C:14]2[CH:13]=[CH:12][CH:11]=[CH:10][C:9]=2[N:8]2[CH2:15][CH2:16][NH:17][CH2:18][CH2:19][C:7]=12)([O-])=O.[H-].[Al+3].[Li+].[H-].[H-].[H-], predict the reaction product. The product is: [CH2:19]1[C:7]2=[C:6]([CH2:5][CH2:4][NH2:1])[C:14]3[CH:13]=[CH:12][CH:11]=[CH:10][C:9]=3[N:8]2[CH2:15][CH2:16][NH:17][CH2:18]1.